From a dataset of Full USPTO retrosynthesis dataset with 1.9M reactions from patents (1976-2016). Predict the reactants needed to synthesize the given product. (1) The reactants are: FC(F)(F)C(O)=O.[NH:8]1[CH2:12][CH2:11][CH:10]([S:13]([C:16]2[CH:21]=[CH:20][C:19]([OH:22])=[CH:18][CH:17]=2)(=[O:15])=[O:14])[CH2:9]1.[C:23]1([CH2:29][CH2:30][CH2:31][CH:32]=O)[CH:28]=[CH:27][CH:26]=[CH:25][CH:24]=1.C(N(CC)CC)C.C(O[BH-](OC(=O)C)OC(=O)C)(=O)C.[Na+].[ClH:55].CCOCC. Given the product [ClH:55].[C:23]1([CH2:29][CH2:30][CH2:31][CH2:32][N:8]2[CH2:12][CH2:11][CH:10]([S:13]([C:16]3[CH:21]=[CH:20][C:19]([OH:22])=[CH:18][CH:17]=3)(=[O:15])=[O:14])[CH2:9]2)[CH:28]=[CH:27][CH:26]=[CH:25][CH:24]=1, predict the reactants needed to synthesize it. (2) Given the product [CH3:29][O:28][C:26]([C@@H:25]1[CH2:24][C:23](=[O:30])[CH2:22][N:21]1[C:19]([O:18][C:15]([CH3:17])([CH3:16])[CH3:14])=[O:20])=[O:27], predict the reactants needed to synthesize it. The reactants are: CC(C)=O.OS(O)(=O)=O.O=[Cr](=O)=O.[CH3:14][C:15]([O:18][C:19]([N:21]1[C@H:25]([C:26]([O:28][CH3:29])=[O:27])[CH2:24][C@@H:23]([OH:30])[CH2:22]1)=[O:20])([CH3:17])[CH3:16]. (3) Given the product [OH:1][CH2:2][CH2:3][CH2:4][CH2:5][CH2:6][CH2:7][O:8][C:9]1[CH:14]=[CH:13][C:12]([CH2:15][CH2:16][C:17]2[CH:18]=[CH:19][C:20]([OH:23])=[CH:21][CH:22]=2)=[CH:11][CH:10]=1, predict the reactants needed to synthesize it. The reactants are: [OH:1][CH2:2][CH2:3][CH2:4][CH2:5][CH2:6][CH2:7][O:8][C:9]1[CH:14]=[CH:13][C:12](/[CH:15]=[CH:16]/[C:17]2[CH:22]=[CH:21][C:20]([O:23]C3CCCCO3)=[CH:19][CH:18]=2)=[CH:11][CH:10]=1.C1CCCCC=1. (4) Given the product [C:1]1([C:7]2[CH:8]=[C:9]([CH2:13][O:14][C:16]3[N:17]=[C:18]([OH:26])[C:19]4[CH:25]=[CH:24][N:23]=[CH:22][C:20]=4[N:21]=3)[CH:10]=[CH:11][CH:12]=2)[CH:2]=[CH:3][CH:4]=[CH:5][CH:6]=1, predict the reactants needed to synthesize it. The reactants are: [C:1]1([C:7]2[CH:8]=[C:9]([CH2:13][OH:14])[CH:10]=[CH:11][CH:12]=2)[CH:6]=[CH:5][CH:4]=[CH:3][CH:2]=1.Cl[C:16]1[N:17]=[C:18]([OH:26])[C:19]2[CH:25]=[CH:24][N:23]=[CH:22][C:20]=2[N:21]=1. (5) Given the product [Cl:1][C:2]1[C:3]2[S:10][C:9]([C:11]3[N:12]=[N:13][N:14]([CH3:16])[CH:15]=3)=[CH:8][C:4]=2[N:5]=[CH:6][N:7]=1, predict the reactants needed to synthesize it. The reactants are: [Cl:1][C:2]1[C:3]2[S:10][C:9]([C:11]3[N:12]=[N:13][N:14]([CH2:16][Si](C)(C)C)[CH:15]=3)=[CH:8][C:4]=2[N:5]=[CH:6][N:7]=1.CCCC[N+](CCCC)(CCCC)CCCC.[F-].